Dataset: NCI-60 drug combinations with 297,098 pairs across 59 cell lines. Task: Regression. Given two drug SMILES strings and cell line genomic features, predict the synergy score measuring deviation from expected non-interaction effect. (1) Drug 1: C1CN1C2=NC(=NC(=N2)N3CC3)N4CC4. Drug 2: C1=CC(=CC=C1CC(C(=O)O)N)N(CCCl)CCCl.Cl. Cell line: COLO 205. Synergy scores: CSS=54.3, Synergy_ZIP=-1.71, Synergy_Bliss=-2.79, Synergy_Loewe=0.619, Synergy_HSA=2.81. (2) Drug 1: CCCCCOC(=O)NC1=NC(=O)N(C=C1F)C2C(C(C(O2)C)O)O. Drug 2: CC1CCC2CC(C(=CC=CC=CC(CC(C(=O)C(C(C(=CC(C(=O)CC(OC(=O)C3CCCCN3C(=O)C(=O)C1(O2)O)C(C)CC4CCC(C(C4)OC)OCCO)C)C)O)OC)C)C)C)OC. Cell line: HL-60(TB). Synergy scores: CSS=12.3, Synergy_ZIP=-0.686, Synergy_Bliss=-2.91, Synergy_Loewe=1.60, Synergy_HSA=-3.40.